From a dataset of Full USPTO retrosynthesis dataset with 1.9M reactions from patents (1976-2016). Predict the reactants needed to synthesize the given product. (1) Given the product [Cl:27][C:28]1[CH:33]=[CH:32][CH:31]=[CH:30][C:29]=1[C:34]([NH:36][C:37]([NH:5][C:4]1[CH:6]=[CH:7][C:8]([O:9][C:10]2[C:19]3[C:14](=[CH:15][C:16]([O:22][CH3:23])=[C:17]([O:20][CH3:21])[CH:18]=3)[N:13]=[CH:12][N:11]=2)=[C:2]([Cl:1])[CH:3]=1)=[S:38])=[O:35], predict the reactants needed to synthesize it. The reactants are: [Cl:1][C:2]1[CH:3]=[C:4]([CH:6]=[CH:7][C:8]=1[O:9][C:10]1[C:19]2[C:14](=[CH:15][C:16]([O:22][CH3:23])=[C:17]([O:20][CH3:21])[CH:18]=2)[N:13]=[CH:12][N:11]=1)[NH2:5].C(O)C.[Cl:27][C:28]1[CH:33]=[CH:32][CH:31]=[CH:30][C:29]=1[C:34]([N:36]=[C:37]=[S:38])=[O:35]. (2) The reactants are: CC(OC([N:8]1[CH2:13][CH2:12][C:11](=[C:14]([C:28]2[CH:33]=[CH:32][CH:31]=[CH:30][C:29]=2[NH2:34])[C:15]2[CH:20]=[CH:19][C:18]([C:21]([N:23]([CH2:26][CH3:27])[CH2:24][CH3:25])=[O:22])=[CH:17][CH:16]=2)[CH2:10][CH2:9]1)=O)(C)C.Br[C:36]1[C:45]2[C:40](=[CH:41][CH:42]=[CH:43][CH:44]=2)[CH:39]=[CH:38][CH:37]=1.CC([O-])(C)C.[Na+].C(O)(C(F)(F)F)=O. Given the product [CH2:24]([N:23]([CH2:26][CH3:27])[C:21](=[O:22])[C:18]1[CH:17]=[CH:16][C:15]([C:14]([C:28]2[CH:33]=[CH:32][CH:31]=[CH:30][C:29]=2[NH:34][C:44]2[C:45]3[C:40](=[CH:39][CH:38]=[CH:37][CH:36]=3)[CH:41]=[CH:42][CH:43]=2)=[C:11]2[CH2:10][CH2:9][NH:8][CH2:13][CH2:12]2)=[CH:20][CH:19]=1)[CH3:25], predict the reactants needed to synthesize it. (3) Given the product [Br:1][C:2]1[CH:7]=[C:6]([C:8]([F:17])([C:13]([F:16])([F:15])[F:14])[C:9]([Br:12])([F:11])[F:10])[CH:5]=[C:4]([O:18][CH:19]([F:21])[F:20])[C:3]=1[NH:22][C:23]([C:25]1[CH:26]=[C:27]2[C:32](=[CH:33][CH:34]=1)[N:31]=[C:30]([C:37]#[N:36])[CH:29]=[CH:28]2)=[O:24], predict the reactants needed to synthesize it. The reactants are: [Br:1][C:2]1[CH:7]=[C:6]([C:8]([F:17])([C:13]([F:16])([F:15])[F:14])[C:9]([Br:12])([F:11])[F:10])[CH:5]=[C:4]([O:18][CH:19]([F:21])[F:20])[C:3]=1[NH:22][C:23]([C:25]1[CH:26]=[C:27]2[C:32](=[CH:33][CH:34]=1)[N+:31]([O-])=[CH:30][CH:29]=[CH:28]2)=[O:24].[N:36]12CCCN=C1CCCC[CH2:37]2.O.C(OCC)(=O)C. (4) Given the product [OH:37][C:24]1[C:23](=[O:22])[N:13]([C:14]2[S:15][C:16]([CH3:19])=[N:17][N:18]=2)[CH:7]([C:6]2[CH:9]=[CH:10][C:3]([C:2]([F:12])([F:11])[F:1])=[CH:4][CH:5]=2)[C:25]=1[C:26](=[O:27])[C:28]1[CH:33]=[CH:32][C:31]([CH:34]([CH3:36])[CH3:35])=[CH:30][CH:29]=1, predict the reactants needed to synthesize it. The reactants are: [F:1][C:2]([F:12])([F:11])[C:3]1[CH:10]=[CH:9][C:6]([CH:7]=O)=[CH:5][CH:4]=1.[NH2:13][C:14]1[S:15][C:16]([CH3:19])=[N:17][N:18]=1.C([O:22][C:23](=O)[C:24]([OH:37])=[CH:25][C:26]([C:28]1[CH:33]=[CH:32][C:31]([CH:34]([CH3:36])[CH3:35])=[CH:30][CH:29]=1)=[O:27])C. (5) The reactants are: Br[C:2]1[CH:3]=[C:4]([NH:18][C:19]([C:21]2[NH:22][C:23]3[C:28]([CH:29]=2)=[CH:27][CH:26]=[C:25]([NH:30][S:31]([CH3:34])(=[O:33])=[O:32])[CH:24]=3)=[O:20])[CH:5]=[C:6]([C:8]([C:11]2[CH:16]=[CH:15][C:14]([F:17])=[CH:13][CH:12]=2)([CH3:10])[CH3:9])[CH:7]=1.[C:35]([Si:37]([CH3:40])([CH3:39])[CH3:38])#[CH:36].CCN(CC)CC.O. Given the product [F:17][C:14]1[CH:13]=[CH:12][C:11]([C:8]([C:6]2[CH:5]=[C:4]([NH:18][C:19]([C:21]3[NH:22][C:23]4[C:28]([CH:29]=3)=[CH:27][CH:26]=[C:25]([NH:30][S:31]([CH3:34])(=[O:32])=[O:33])[CH:24]=4)=[O:20])[CH:3]=[C:2]([C:36]#[C:35][Si:37]([CH3:40])([CH3:39])[CH3:38])[CH:7]=2)([CH3:9])[CH3:10])=[CH:16][CH:15]=1, predict the reactants needed to synthesize it.